From a dataset of Peptide-MHC class I binding affinity with 185,985 pairs from IEDB/IMGT. Regression. Given a peptide amino acid sequence and an MHC pseudo amino acid sequence, predict their binding affinity value. This is MHC class I binding data. (1) The peptide sequence is RILHNFAYSL. The MHC is Mamu-A07 with pseudo-sequence Mamu-A07. The binding affinity (normalized) is 0.237. (2) The peptide sequence is HPKKVKQAF. The MHC is HLA-A29:02 with pseudo-sequence HLA-A29:02. The binding affinity (normalized) is 0.213. (3) The peptide sequence is SSEADCFTY. The MHC is HLA-B39:01 with pseudo-sequence HLA-B39:01. The binding affinity (normalized) is 0.0847. (4) The binding affinity (normalized) is 0.0847. The peptide sequence is QLEVRSTEV. The MHC is HLA-B27:03 with pseudo-sequence HLA-B27:03.